From a dataset of Forward reaction prediction with 1.9M reactions from USPTO patents (1976-2016). Predict the product of the given reaction. (1) Given the reactants [Br:1][C:2]1[CH:14]=[C:13]2[C:5]([C:6]3[CH:7]=[CH:8][N:9]=[CH:10][C:11]=3[NH:12]2)=[CH:4][CH:3]=1.[Br:15]Br.C(Cl)(Cl)[Cl:18], predict the reaction product. The product is: [ClH:18].[Br:1][C:2]1[CH:14]=[C:13]2[C:5]([C:6]3[CH:7]=[CH:8][N:9]=[CH:10][C:11]=3[N:12]2[Br:15])=[CH:4][CH:3]=1. (2) Given the reactants [Br:1][C:2]1[N:3]=[C:4]2[C:10]([N+:11]([O-])=O)=[CH:9][N:8]([C:14]([C:27]3[CH:32]=[CH:31][CH:30]=[CH:29][CH:28]=3)([C:21]3[CH:26]=[CH:25][CH:24]=[CH:23][CH:22]=3)[C:15]3[CH:20]=[CH:19][CH:18]=[CH:17][CH:16]=3)[C:5]2=[N:6][CH:7]=1.[In].Cl, predict the reaction product. The product is: [Br:1][C:2]1[N:3]=[C:4]2[C:10]([NH2:11])=[CH:9][N:8]([C:14]([C:15]3[CH:20]=[CH:19][CH:18]=[CH:17][CH:16]=3)([C:27]3[CH:28]=[CH:29][CH:30]=[CH:31][CH:32]=3)[C:21]3[CH:22]=[CH:23][CH:24]=[CH:25][CH:26]=3)[C:5]2=[N:6][CH:7]=1. (3) The product is: [NH:3]1[C:4]2[CH:9]=[CH:8][CH:7]=[CH:6][C:5]=2[N:1]=[C:2]1[C:10]1[C:11]([NH:15][CH2:21][CH2:20][C:19]#[N:22])=[N:12][O:13][N:14]=1. Given the reactants [NH:1]1[C:5]2[CH:6]=[CH:7][CH:8]=[CH:9][C:4]=2[N:3]=[C:2]1[C:10]1[C:11]([NH2:15])=[N:12][O:13][N:14]=1.C[O-].[Na+].[C:19](#[N:22])[CH:20]=[CH2:21], predict the reaction product.